From a dataset of Peptide-MHC class I binding affinity with 185,985 pairs from IEDB/IMGT. Regression. Given a peptide amino acid sequence and an MHC pseudo amino acid sequence, predict their binding affinity value. This is MHC class I binding data. The peptide sequence is MMLPATLAF. The MHC is HLA-A32:01 with pseudo-sequence HLA-A32:01. The binding affinity (normalized) is 0.825.